This data is from Catalyst prediction with 721,799 reactions and 888 catalyst types from USPTO. The task is: Predict which catalyst facilitates the given reaction. Reactant: [Br:1]N1C(=O)CCC1=O.[F:9][C:10]([F:20])([F:19])[O:11][C:12]1[CH:13]=[C:14]([CH:16]=[CH:17][CH:18]=1)[NH2:15].O. Product: [Br:1][C:18]1[CH:17]=[CH:16][C:14]([NH2:15])=[CH:13][C:12]=1[O:11][C:10]([F:19])([F:20])[F:9]. The catalyst class is: 9.